Dataset: Full USPTO retrosynthesis dataset with 1.9M reactions from patents (1976-2016). Task: Predict the reactants needed to synthesize the given product. Given the product [NH2:24][C:19]1[CH:18]=[C:17]([Br:16])[CH:22]=[CH:21][C:20]=1[NH:23][C:13](=[O:14])[CH:12]=[CH:11][CH:8]1[CH2:9][CH2:10][C:5]2([O:4][CH2:3][CH2:2][O:1]2)[CH2:6][CH2:7]1, predict the reactants needed to synthesize it. The reactants are: [O:1]1[C:5]2([CH2:10][CH2:9][CH:8]([CH:11]=[CH:12][C:13](Cl)=[O:14])[CH2:7][CH2:6]2)[O:4][CH2:3][CH2:2]1.[Br:16][C:17]1[CH:18]=[C:19]([NH2:24])[C:20]([NH2:23])=[CH:21][CH:22]=1.CN1CCOCC1.C(OCC)(=O)C.